From a dataset of Forward reaction prediction with 1.9M reactions from USPTO patents (1976-2016). Predict the product of the given reaction. (1) The product is: [CH3:36][O:35][C:29]1[CH:28]=[C:27]([CH:32]=[CH:31][C:30]=1[O:33][CH3:34])[CH2:26][N:19]1[C:18](=[O:37])[C:17]2[C:21](=[CH:22][CH:23]=[CH:24][C:16]=2[N:11]2[CH2:10][CH:9]3[N:8]([CH:1]([C:2]4[CH:7]=[CH:6][CH:5]=[CH:4][CH:3]=4)[CH3:39])[CH:13]([CH2:14][CH2:15]3)[CH2:12]2)[C:20]1=[O:25]. Given the reactants [CH2:1]([N:8]1[CH:13]2[CH2:14][CH2:15][CH:9]1[CH2:10][N:11]([C:16]1[CH:24]=[CH:23][CH:22]=[C:21]3[C:17]=1[C:18](=[O:37])[N:19]([CH2:26][C:27]1[CH:32]=[CH:31][C:30]([O:33][CH3:34])=[C:29]([O:35][CH3:36])[CH:28]=1)[C:20]3=[O:25])[CH2:12]2)[C:2]1[CH:7]=[CH:6][CH:5]=[CH:4][CH:3]=1.Br[CH:39](C1C=CC=CC=1)C.C([O-])([O-])=O.[K+].[K+], predict the reaction product. (2) The product is: [CH3:1][O:2][C:3]1[CH:11]=[CH:10][C:6]([C:7]2[C:14]([C:13]3[CH:12]=[CH:17][C:31]([O:30][CH3:27])=[CH:33][CH:20]=3)=[N:16][O:9][N:8]=2)=[CH:5][CH:4]=1. Given the reactants [CH3:1][O:2][C:3]1[CH:11]=[CH:10][C:6]([CH:7]=[N:8][OH:9])=[CH:5][CH:4]=1.[CH2:12]1[C:17](=O)[N:16](Cl)[C:14](=O)[CH2:13]1.[CH3:20]CN(CC)CC.[C:27]([O:30][C:31]([CH3:33])=C)(=O)C, predict the reaction product. (3) Given the reactants C(Cl)(=O)C(Cl)=O.CS(C)=O.[Cl:11][C:12]1[CH:17]=[CH:16][C:15]([C:18]2[C:19]([C:27]3[CH:32]=[CH:31][C:30]([Cl:33])=[CH:29][C:28]=3[Cl:34])=[N:20][C:21]([CH2:25][OH:26])=[N:22][C:23]=2[CH3:24])=[CH:14][CH:13]=1.C(N(CC)CC)C, predict the reaction product. The product is: [Cl:11][C:12]1[CH:17]=[CH:16][C:15]([C:18]2[C:19]([C:27]3[CH:32]=[CH:31][C:30]([Cl:33])=[CH:29][C:28]=3[Cl:34])=[N:20][C:21]([CH:25]=[O:26])=[N:22][C:23]=2[CH3:24])=[CH:14][CH:13]=1. (4) Given the reactants C[O:2][C:3]([CH:5]1[CH2:9][CH2:8][CH2:7][N:6]1[S:10]([C:13]1[CH:18]=[C:17]([Cl:19])[CH:16]=[C:15]([Cl:20])[C:14]=1[OH:21])(=[O:12])=[O:11])=[O:4].[OH-].[Na+], predict the reaction product. The product is: [Cl:20][C:15]1[C:14]([OH:21])=[C:13]([S:10]([N:6]2[CH2:7][CH2:8][CH2:9][C@H:5]2[C:3]([OH:4])=[O:2])(=[O:11])=[O:12])[CH:18]=[C:17]([Cl:19])[CH:16]=1. (5) Given the reactants [F:1][C:2]([F:7])([F:6])[C:3]([OH:5])=[O:4].[Cl:8][C:9]1[N:10]=[CH:11][N:12]([C:14]2[CH:19]=[CH:18][C:17]([NH:20][C:21]3[N:38]=[C:24]4[CH:25]([C:31]5[CH:36]=[CH:35][C:34]([F:37])=[CH:33][CH:32]=5)[CH2:26][C:27](=[O:30])[CH2:28][CH2:29][N:23]4[N:22]=3)=[CH:16][C:15]=2[O:39][CH3:40])[CH:13]=1.[CH2:41](O)[CH2:42][OH:43].O.CC1C=CC(S(O)(=O)=O)=CC=1.C(O)(C(F)(F)F)=O, predict the reaction product. The product is: [F:1][C:2]([F:7])([F:6])[C:3]([OH:5])=[O:4].[Cl:8][C:9]1[N:10]=[CH:11][N:12]([C:14]2[CH:19]=[CH:18][C:17]([NH:20][C:21]3[N:38]=[C:24]4[CH:25]([C:31]5[CH:36]=[CH:35][C:34]([F:37])=[CH:33][CH:32]=5)[CH2:26][C:27]5([CH2:28][CH2:29][N:23]4[N:22]=3)[O:43][CH2:42][CH2:41][O:30]5)=[CH:16][C:15]=2[O:39][CH3:40])[CH:13]=1. (6) Given the reactants [CH:1]([C:4]1[CH:11]=[CH:10][C:7]([CH:8]=O)=[CH:6][CH:5]=1)([CH3:3])[CH3:2].C(OC)(OC)OC.[CH2:19]([O:21][CH2:22][CH2:23][CH2:24][NH2:25])[CH3:20].[BH4-], predict the reaction product. The product is: [CH2:19]([O:21][CH2:22][CH2:23][CH2:24][NH:25][CH2:8][C:7]1[CH:10]=[CH:11][C:4]([CH:1]([CH3:3])[CH3:2])=[CH:5][CH:6]=1)[CH3:20].